This data is from Reaction yield outcomes from USPTO patents with 853,638 reactions. The task is: Predict the reaction yield, written as a fraction of the theoretical maximum amount of product (1.0 means a 100% yield; for example, 0.34 means a 34% yield). (1) The reactants are [CH3:1][O:2][C:3](=[O:23])[CH:4]=[CH:5][C:6]1[CH:11]=[CH:10][C:9]([C:12]2[C:21]3[C:16](=[CH:17][CH:18]=[CH:19][CH:20]=3)[CH2:15][CH2:14][C:13]=2Br)=[CH:8][CH:7]=1.[C:24]1(B(O)O)[CH:29]=[CH:28][CH:27]=[CH:26][CH:25]=1. No catalyst specified. The product is [CH3:1][O:2][C:3](=[O:23])[CH:4]=[CH:5][C:6]1[CH:11]=[CH:10][C:9]([C:12]2[C:21]3[C:16](=[CH:17][CH:18]=[CH:19][CH:20]=3)[CH2:15][CH2:14][C:13]=2[C:24]2[CH:29]=[CH:28][CH:27]=[CH:26][CH:25]=2)=[CH:8][CH:7]=1. The yield is 0.500. (2) The reactants are [N+:1]([C:4]1[CH:13]=[C:12]([O:14][CH2:15]COC)[C:11]([OH:19])=[CH:10][C:5]=1[C:6]([O:8][CH3:9])=[O:7])([O-:3])=[O:2].[O:20]1[CH2:25][CH2:24][N:23]([CH2:26][CH2:27][CH2:28]OCl)[CH2:22][CH2:21]1.C([O-])([O-])=O.[K+].[K+].O. The catalyst is CN(C)C=O. The product is [N+:1]([C:4]1[CH:13]=[C:12]([O:14][CH3:15])[C:11]([O:19][CH2:28][CH2:27][CH2:26][N:23]2[CH2:24][CH2:25][O:20][CH2:21][CH2:22]2)=[CH:10][C:5]=1[C:6]([O:8][CH3:9])=[O:7])([O-:3])=[O:2]. The yield is 0.962. (3) The reactants are [CH:1]1[C:10]2[C:5](=[CH:6][C:7]([C:11]3[S:15][C:14]([NH:16][C:17]([C@H:19]4[C@@H:23]([C:24]5[CH:29]=[CH:28][CH:27]=[CH:26][CH:25]=5)[CH2:22][CH2:21][N:20]4C(OC(C)(C)C)=O)=[O:18])=[N:13][N:12]=3)=[CH:8][CH:9]=2)[CH:4]=[CH:3][N:2]=1.C(O)(C(F)(F)F)=O. The catalyst is C(Cl)Cl. The product is [CH:1]1[C:10]2[C:5](=[CH:6][C:7]([C:11]3[S:15][C:14]([NH:16][C:17]([C@H:19]4[C@@H:23]([C:24]5[CH:29]=[CH:28][CH:27]=[CH:26][CH:25]=5)[CH2:22][CH2:21][NH:20]4)=[O:18])=[N:13][N:12]=3)=[CH:8][CH:9]=2)[CH:4]=[CH:3][N:2]=1. The yield is 0.0700. (4) The reactants are [OH:1][CH2:2][CH:3]1[CH2:8][CH2:7][NH:6][CH2:5][CH2:4]1.C(=O)([O-])[O-].[K+].[K+].Cl[C:16]([O:18][CH3:19])=[O:17].Cl. The catalyst is O. The product is [CH3:19][O:18][C:16]([N:6]1[CH2:7][CH2:8][CH:3]([CH2:2][OH:1])[CH2:4][CH2:5]1)=[O:17]. The yield is 0.930. (5) The reactants are [Cl:1][C:2]1[CH:7]=[CH:6][CH:5]=[CH:4][C:3]=1[C:8]1[CH:17]=[C:16]([N+:18]([O-:20])=[O:19])[CH:15]=[C:14]2[C:9]=1[CH2:10][CH2:11][NH:12][CH2:13]2.C(N(CC)CC)C.[C:28](Cl)(=[O:32])[CH2:29][CH2:30][CH3:31]. The catalyst is CC(N(C)C)=O. The product is [Cl:1][C:2]1[CH:7]=[CH:6][CH:5]=[CH:4][C:3]=1[C:8]1[CH:17]=[C:16]([N+:18]([O-:20])=[O:19])[CH:15]=[C:14]2[C:9]=1[CH2:10][CH2:11][N:12]([C:28](=[O:32])[CH2:29][CH2:30][CH3:31])[CH2:13]2. The yield is 0.470. (6) The reactants are [N+:1]([C:4]1[CH:5]=[N:6][NH:7][CH:8]=1)([O-:3])=[O:2].C([O-])([O-])=O.[K+].[K+].Br[CH2:16][C:17]1([CH3:21])[CH2:20][O:19][CH2:18]1. The catalyst is CC#N. The product is [CH3:16][C:17]1([CH2:21][N:6]2[CH:5]=[C:4]([N+:1]([O-:3])=[O:2])[CH:8]=[N:7]2)[CH2:20][O:19][CH2:18]1. The yield is 0.730. (7) The reactants are [CH:1]1[C:13]2[CH:12]([CH2:14][O:15][C:16]([NH:18][C@H:19]([C:41]([OH:43])=[O:42])[CH2:20][CH2:21][CH2:22][NH:23][C:24](=[NH:40])[NH:25][C:26]3[C:27]([CH3:39])=[C:28]([CH3:38])[C:29]4[O:33][C:32]([CH3:35])([CH3:34])[CH2:31][C:30]=4[C:36]=3[CH3:37])=[O:17])[C:11]3[C:6](=[CH:7][CH:8]=[CH:9][CH:10]=3)[C:5]=2[CH:4]=[CH:3][CH:2]=1.C(=O)([O-])[O-].[Cs+].[Cs+].[CH2:50](Br)[CH:51]=[CH2:52].OS([O-])(=O)=O.[K+]. The product is [CH2:52]([O:42][C:41](=[O:43])[C@H:19]([CH2:20][CH2:21][CH2:22][NH:23][C:24](=[NH:40])[NH:25][C:26]1[C:27]([CH3:39])=[C:28]([CH3:38])[C:29]2[O:33][C:32]([CH3:35])([CH3:34])[CH2:31][C:30]=2[C:36]=1[CH3:37])[NH:18][C:16]([O:15][CH2:14][CH:12]1[C:11]2[CH:10]=[CH:9][CH:8]=[CH:7][C:6]=2[C:5]2[C:13]1=[CH:1][CH:2]=[CH:3][CH:4]=2)=[O:17])[CH:51]=[CH2:50]. The yield is 0.810. The catalyst is CN(C=O)C.C(Cl)Cl.O. (8) The reactants are [CH2:1]([O:4][C:5](=[O:25])[NH:6][C:7]1[CH:12]=[CH:11][CH:10]=[C:9]([C:13](=O)[CH2:14][C:15]2[CH:20]=[CH:19][N:18]=[C:17]([Cl:21])[N:16]=2)[C:8]=1[O:23][CH3:24])[CH:2]=[CH2:3].C1C(=O)N(Br)C(=O)C1.[N:34]1([C:40](=[S:42])[NH2:41])[CH2:39][CH2:38][O:37][CH2:36][CH2:35]1. The catalyst is C(Cl)Cl.CS(C)=O. The product is [CH2:1]([O:4][C:5](=[O:25])[NH:6][C:7]1[CH:12]=[CH:11][CH:10]=[C:9]([C:13]2[N:41]=[C:40]([N:34]3[CH2:39][CH2:38][O:37][CH2:36][CH2:35]3)[S:42][C:14]=2[C:15]2[CH:20]=[CH:19][N:18]=[C:17]([Cl:21])[N:16]=2)[C:8]=1[O:23][CH3:24])[CH:2]=[CH2:3]. The yield is 0.988. (9) The reactants are Br[C:2]1[C:10]2[O:9][CH:8]=[CH:7][C:6]=2[CH:5]=[C:4]([CH3:11])[CH:3]=1.[C:12](=[NH:25])([C:19]1[CH:24]=[CH:23][CH:22]=[CH:21][CH:20]=1)[C:13]1[CH:18]=[CH:17][CH:16]=[CH:15][CH:14]=1.CC(C)([O-])C.[Na+].[Cl-].[NH4+]. The catalyst is C1C=CC(/C=C/C(/C=C/C2C=CC=CC=2)=O)=CC=1.C1C=CC(/C=C/C(/C=C/C2C=CC=CC=2)=O)=CC=1.C1C=CC(/C=C/C(/C=C/C2C=CC=CC=2)=O)=CC=1.[Pd].[Pd].C1(P(C2C=CC=CC=2)C2C=CC3C(=CC=CC=3)C=2C2C3C(=CC=CC=3)C=CC=2P(C2C=CC=CC=2)C2C=CC=CC=2)C=CC=CC=1.O. The product is [C:12](=[N:25][C:2]1[C:10]2[O:9][CH:8]=[CH:7][C:6]=2[CH:5]=[C:4]([CH3:11])[CH:3]=1)([C:19]1[CH:20]=[CH:21][CH:22]=[CH:23][CH:24]=1)[C:13]1[CH:18]=[CH:17][CH:16]=[CH:15][CH:14]=1. The yield is 0.810.